From a dataset of Forward reaction prediction with 1.9M reactions from USPTO patents (1976-2016). Predict the product of the given reaction. (1) Given the reactants [CH3:1][C:2]1[C:3]2[S:12][C:11](CC)=[C:10](Br)[C:4]=2[S:5][C:6]=1[C:7]([O-:9])=[O:8].C1COCC1.[Li+].[OH-].Cl, predict the reaction product. The product is: [CH3:1][C:2]1[C:3]2[S:12][CH:11]=[CH:10][C:4]=2[S:5][C:6]=1[C:7]([OH:9])=[O:8]. (2) Given the reactants [Cl:1][C:2]1[CH:3]=[C:4]([C:9]2(O)[CH2:13][CH2:12][N:11]([C:14]3[CH:19]=[CH:18][C:17]([O:20][CH3:21])=[C:16]([O:22][CH2:23][CH2:24][N:25]4[CH2:30][CH2:29][CH:28]([CH3:31])[CH2:27][CH2:26]4)[CH:15]=3)[C:10]2=[O:32])[CH:5]=[CH:6][C:7]=1[Cl:8].C(N(S(F)(F)[F:40])CC)C.C([O-])(O)=O.[Na+], predict the reaction product. The product is: [ClH:1].[Cl:1][C:2]1[CH:3]=[C:4]([C:9]2([F:40])[CH2:13][CH2:12][N:11]([C:14]3[CH:19]=[CH:18][C:17]([O:20][CH3:21])=[C:16]([O:22][CH2:23][CH2:24][N:25]4[CH2:30][CH2:29][CH:28]([CH3:31])[CH2:27][CH2:26]4)[CH:15]=3)[C:10]2=[O:32])[CH:5]=[CH:6][C:7]=1[Cl:8]. (3) Given the reactants [F:1][C:2]1[CH:7]=[C:6]([N+:8]([O-:10])=[O:9])[CH:5]=[CH:4][C:3]=1[N:11]1[CH2:16][CH2:15][CH:14]([C:17]2[O:21][C:20](=[O:22])[NH:19][N:18]=2)[CH2:13][CH2:12]1.[C:23]1([CH2:29]Br)[CH:28]=[CH:27][CH:26]=[CH:25][CH:24]=1.C([O-])([O-])=O.[K+].[K+], predict the reaction product. The product is: [CH2:29]([N:19]1[N:18]=[C:17]([CH:14]2[CH2:15][CH2:16][N:11]([C:3]3[CH:4]=[CH:5][C:6]([N+:8]([O-:10])=[O:9])=[CH:7][C:2]=3[F:1])[CH2:12][CH2:13]2)[O:21][C:20]1=[O:22])[C:23]1[CH:28]=[CH:27][CH:26]=[CH:25][CH:24]=1.